Dataset: Reaction yield outcomes from USPTO patents with 853,638 reactions. Task: Predict the reaction yield, written as a fraction of the theoretical maximum amount of product (1.0 means a 100% yield; for example, 0.34 means a 34% yield). (1) The reactants are [N:1]1[CH:6]=[CH:5][CH:4]=[CH:3][C:2]=1[C:7]1[N:11]=[C:10]([C:12]2[CH:17]=[C:16]([OH:18])[CH:15]=[C:14]([C:19]#[N:20])[CH:13]=2)[O:9][N:8]=1.C(=O)([O-])[O-].[K+].[K+].I[CH2:28][C:29]([F:32])([F:31])[F:30]. The catalyst is CN(C)C=O.ClCCl. The product is [N:1]1[CH:6]=[CH:5][CH:4]=[CH:3][C:2]=1[C:7]1[N:11]=[C:10]([C:12]2[CH:17]=[C:16]([O:18][CH2:28][C:29]([F:32])([F:31])[F:30])[CH:15]=[C:14]([C:19]#[N:20])[CH:13]=2)[O:9][N:8]=1. The yield is 0.270. (2) The reactants are [CH3:1][O:2][C:3]1[C:12]([NH:13][C:14](=[O:18])OCC)=[N:11][C:10]2[C:5](=[CH:6][CH:7]=[C:8]([CH3:19])[CH:9]=2)[N:4]=1.[CH3:20][O:21][C:22]1[CH:23]=[C:24]([N:28]2[CH2:33][CH2:32][NH:31][CH2:30][CH2:29]2)[CH:25]=[CH:26][CH:27]=1. No catalyst specified. The product is [CH3:1][O:2][C:3]1[C:12]([NH:13][C:14]([N:31]2[CH2:30][CH2:29][N:28]([C:24]3[CH:25]=[CH:26][CH:27]=[C:22]([O:21][CH3:20])[CH:23]=3)[CH2:33][CH2:32]2)=[O:18])=[N:11][C:10]2[C:5](=[CH:6][CH:7]=[C:8]([CH3:19])[CH:9]=2)[N:4]=1. The yield is 0.730. (3) The product is [Cl:1][C:2]1[N:3]=[N:4][C:5]([CH3:8])=[CH:6][C:7]=1[CH3:9]. The catalyst is O.[N+]([O-])([O-])=O.[Ag+]. The reactants are [Cl:1][C:2]1[N:3]=[N:4][C:5]([CH3:8])=[CH:6][CH:7]=1.[C:9](O)(=O)C.S(=O)(=O)(O)O.S(OOS([O-])(=O)=O)([O-])(=O)=O.[NH4+].[NH4+].[OH-].[NH4+]. The yield is 0.500. (4) The reactants are Cl[C:2]1[CH:3]=[CH:4][C:5]([N+:10]([O-:12])=[O:11])=[C:6]([O:8][CH3:9])[CH:7]=1.[P:13]([O-:20])([O:17][CH2:18][CH3:19])[O:14][CH2:15][CH3:16].CC1(C)C2C(=C(P(C3C=CC=CC=3)C3C=CC=CC=3)C=CC=2)OC2C(P(C3C=CC=CC=3)C3C=CC=CC=3)=CC=CC1=2.P([O-])([O-])([O-])=O.[K+].[K+].[K+]. The catalyst is CN(C=O)C.C([O-])(=O)C.[Pd+2].C([O-])(=O)C. The product is [CH3:9][O:8][C:6]1[CH:7]=[C:2]([P:13](=[O:20])([O:17][CH2:18][CH3:19])[O:14][CH2:15][CH3:16])[CH:3]=[CH:4][C:5]=1[N+:10]([O-:12])=[O:11]. The yield is 0.330. (5) The reactants are [OH-].[Na+].[Cl:3][C:4]1[CH:5]=[C:6]([CH:24]=[CH:25][C:26]=1[NH:27][C:28]([NH:30][CH2:31][CH3:32])=[O:29])[O:7][C:8]1[C:17]2[C:12](=[CH:13][C:14]([O:22][CH3:23])=[C:15]([C:18]([O:20]C)=[O:19])[CH:16]=2)[N:11]=[CH:10][CH:9]=1.Cl. The catalyst is CO. The product is [Cl:3][C:4]1[CH:5]=[C:6]([CH:24]=[CH:25][C:26]=1[NH:27][C:28]([NH:30][CH2:31][CH3:32])=[O:29])[O:7][C:8]1[C:17]2[C:12](=[CH:13][C:14]([O:22][CH3:23])=[C:15]([C:18]([OH:20])=[O:19])[CH:16]=2)[N:11]=[CH:10][CH:9]=1. The yield is 0.940. (6) The reactants are [Cl:1]CCCl.Cl[C:6]1[C:15]2[C:10](=[CH:11][C:12]([O:21][CH2:22][CH2:23][O:24][CH3:25])=[C:13]([O:16][CH2:17][CH2:18][O:19][CH3:20])[CH:14]=2)[N:9]=[CH:8][N:7]=1.C(OC([N:33]1[CH2:38][CH2:37][CH:36]([O:39][C:40]2[CH:45]=[CH:44][C:43]([NH2:46])=[CH:42][C:41]=2[CH3:47])[CH2:35][CH2:34]1)=O)(C)(C)C. The yield is 0.990. The catalyst is C(O)(C)(C)C. The product is [ClH:1].[CH3:20][O:19][CH2:18][CH2:17][O:16][C:13]1[CH:14]=[C:15]2[C:10](=[CH:11][C:12]=1[O:21][CH2:22][CH2:23][O:24][CH3:25])[N:9]=[CH:8][N:7]=[C:6]2[NH:46][C:43]1[CH:44]=[CH:45][C:40]([O:39][CH:36]2[CH2:37][CH2:38][NH:33][CH2:34][CH2:35]2)=[C:41]([CH3:47])[CH:42]=1.